From a dataset of Forward reaction prediction with 1.9M reactions from USPTO patents (1976-2016). Predict the product of the given reaction. Given the reactants Cl[C:2]1[N:7]=[CH:6][C:5]([S:8]([N:11]2[CH2:16][CH2:15][N:14]([C:17]3[CH:22]=[CH:21][C:20]([C:23]([OH:32])([C:28]([F:31])([F:30])[F:29])[C:24]([F:27])([F:26])[F:25])=[CH:19][CH:18]=3)[CH2:13][CH2:12]2)(=[O:10])=[O:9])=[CH:4][C:3]=1[F:33].CCO.[OH-].[NH4+:38], predict the reaction product. The product is: [NH2:38][C:2]1[N:7]=[CH:6][C:5]([S:8]([N:11]2[CH2:16][CH2:15][N:14]([C:17]3[CH:22]=[CH:21][C:20]([C:23]([OH:32])([C:28]([F:31])([F:30])[F:29])[C:24]([F:27])([F:26])[F:25])=[CH:19][CH:18]=3)[CH2:13][CH2:12]2)(=[O:10])=[O:9])=[CH:4][C:3]=1[F:33].